This data is from NCI-60 drug combinations with 297,098 pairs across 59 cell lines. The task is: Regression. Given two drug SMILES strings and cell line genomic features, predict the synergy score measuring deviation from expected non-interaction effect. (1) Drug 2: C1C(C(OC1N2C=C(C(=O)NC2=O)F)CO)O. Synergy scores: CSS=67.8, Synergy_ZIP=8.52, Synergy_Bliss=9.91, Synergy_Loewe=16.6, Synergy_HSA=19.1. Drug 1: C1=CC(=CC=C1CCC2=CNC3=C2C(=O)NC(=N3)N)C(=O)NC(CCC(=O)O)C(=O)O. Cell line: OVCAR-8. (2) Drug 1: C1CCN(CC1)CCOC2=CC=C(C=C2)C(=O)C3=C(SC4=C3C=CC(=C4)O)C5=CC=C(C=C5)O. Drug 2: CC=C1C(=O)NC(C(=O)OC2CC(=O)NC(C(=O)NC(CSSCCC=C2)C(=O)N1)C(C)C)C(C)C. Cell line: CAKI-1. Synergy scores: CSS=27.7, Synergy_ZIP=3.51, Synergy_Bliss=1.51, Synergy_Loewe=-35.2, Synergy_HSA=1.53.